This data is from Full USPTO retrosynthesis dataset with 1.9M reactions from patents (1976-2016). The task is: Predict the reactants needed to synthesize the given product. Given the product [CH3:19][C@H:14]1[O:15][C@@H:16]([CH3:18])[CH2:17][N:12]([C:9]2[C:8]([CH:20]=[O:21])=[CH:7][C:6]3[C:2]([S:23][CH3:22])=[N:3][O:4][C:5]=3[C:10]=2[F:11])[CH2:13]1, predict the reactants needed to synthesize it. The reactants are: Cl[C:2]1[C:6]2[CH:7]=[C:8]([CH:20]=[O:21])[C:9]([N:12]3[CH2:17][C@H:16]([CH3:18])[O:15][C@H:14]([CH3:19])[CH2:13]3)=[C:10]([F:11])[C:5]=2[O:4][N:3]=1.[CH3:22][S-:23].[Na+].